This data is from Reaction yield outcomes from USPTO patents with 853,638 reactions. The task is: Predict the reaction yield, written as a fraction of the theoretical maximum amount of product (1.0 means a 100% yield; for example, 0.34 means a 34% yield). The reactants are [F:1][C:2]([F:32])([F:31])[CH2:3][CH2:4][S:5]([O:8][C:9]1[CH:14]=[CH:13][C:12]([C:15]2[N:19]([C:20]3[CH:25]=[CH:24][CH:23]=[CH:22][C:21]=3[Cl:26])[N:18]=[C:17]([C:27](Cl)=[O:28])[C:16]=2[CH3:30])=[CH:11][CH:10]=1)(=[O:7])=[O:6].[CH:33]1([NH2:39])[CH2:38][CH2:37][CH2:36][CH2:35][CH2:34]1. The catalyst is C(Cl)Cl.C(Cl)Cl.C([O-])([O-])=O.[K+].[K+]. The yield is 0.510. The product is [F:32][C:2]([F:31])([F:1])[CH2:3][CH2:4][S:5]([O:8][C:9]1[CH:14]=[CH:13][C:12]([C:15]2[N:19]([C:20]3[CH:25]=[CH:24][CH:23]=[CH:22][C:21]=3[Cl:26])[N:18]=[C:17]([C:27](=[O:28])[NH:39][CH:33]3[CH2:38][CH2:37][CH2:36][CH2:35][CH2:34]3)[C:16]=2[CH3:30])=[CH:11][CH:10]=1)(=[O:6])=[O:7].